This data is from Reaction yield outcomes from USPTO patents with 853,638 reactions. The task is: Predict the reaction yield, written as a fraction of the theoretical maximum amount of product (1.0 means a 100% yield; for example, 0.34 means a 34% yield). (1) The reactants are O=[C:2]1[CH2:5][N:4]([C:6]([O:8][C:9]([CH3:12])([CH3:11])[CH3:10])=[O:7])[CH2:3]1.[NH2:13][CH2:14][CH2:15][OH:16].CC(O)=O. The catalyst is CO.[Pd]. The product is [OH:16][CH2:15][CH2:14][NH:13][CH:2]1[CH2:5][N:4]([C:6]([O:8][C:9]([CH3:12])([CH3:11])[CH3:10])=[O:7])[CH2:3]1. The yield is 0.790. (2) The reactants are [F:1][C:2]([F:36])([F:35])[C:3]1[CH:4]=[C:5]([CH:32]=[CH:33][CH:34]=1)[CH2:6][NH:7][C:8](=[O:31])[C:9]1[CH:14]=[CH:13][N:12]=[C:11]([C:15]2[CH:20]=[C:19]([O:21][CH:22]3[CH2:27][CH2:26][O:25][CH2:24][CH2:23]3)[CH:18]=[CH:17][C:16]=2[N+:28]([O-])=O)[CH:10]=1. The catalyst is CO.ClCCl.[Pd]. The product is [F:36][C:2]([F:1])([F:35])[C:3]1[CH:4]=[C:5]([CH:32]=[CH:33][CH:34]=1)[CH2:6][NH:7][C:8](=[O:31])[C:9]1[CH:14]=[CH:13][N:12]=[C:11]([C:15]2[CH:20]=[C:19]([O:21][CH:22]3[CH2:27][CH2:26][O:25][CH2:24][CH2:23]3)[CH:18]=[CH:17][C:16]=2[NH2:28])[CH:10]=1. The yield is 0.680. (3) The reactants are [I:1][C:2]1[CH:8]=[CH:7][CH:6]=[CH:5][C:3]=1[NH2:4].[C:9](Cl)(=[O:16])[C:10]1[CH:15]=[CH:14][CH:13]=[CH:12][CH:11]=1. The catalyst is C1COCC1. The product is [I:1][C:2]1[CH:8]=[CH:7][CH:6]=[CH:5][C:3]=1[NH:4][C:9](=[O:16])[C:10]1[CH:15]=[CH:14][CH:13]=[CH:12][CH:11]=1. The yield is 0.850. (4) The reactants are [F:1][C:2]1[CH:3]=[C:4]([CH:7]=[CH:8][CH:9]=1)[CH:5]=O.[CH3:10][C:11]([CH3:13])=[O:12].[OH-].[Na+].O. The catalyst is C(O)C. The product is [F:1][C:2]1[CH:3]=[C:4]([CH:5]=[CH:10][C:11](=[O:12])[CH:13]=[CH:5][C:4]2[CH:7]=[CH:8][CH:9]=[C:2]([F:1])[CH:3]=2)[CH:7]=[CH:8][CH:9]=1. The yield is 0.420. (5) The reactants are [CH2:1]([O:3][C:4]([C:6]1[C:10]([N+:11]([O-:13])=[O:12])=[CH:9][NH:8][N:7]=1)=[O:5])[CH3:2].[F:14][C:15]([F:20])([F:19])[CH2:16][CH2:17]I. No catalyst specified. The product is [CH2:1]([O:3][C:4]([C:6]1[C:10]([N+:11]([O-:13])=[O:12])=[CH:9][N:8]([CH2:17][CH2:16][C:15]([F:20])([F:19])[F:14])[N:7]=1)=[O:5])[CH3:2]. The yield is 0.150. (6) The reactants are [H-].[H-].[H-].[H-].[Li+].[Al+3].[CH2:7](C(C1C=CC(OCC(OCC)=O)=CC=1)=C(C1C=CC(O)=CC=1)C1C=CC(O)=CC=1)C.[CH2:38]([C:40]([C:58]1[CH:63]=[CH:62][C:61]([O:64][CH2:65][C:66](OCC)=[O:67])=[CH:60][CH:59]=1)=[C:41]([C:50]1[CH:55]=[CH:54][C:53]([O:56][CH3:57])=[CH:52][CH:51]=1)[C:42]1[CH:47]=[CH:46][C:45]([O:48][CH3:49])=[CH:44][CH:43]=1)[CH3:39]. The catalyst is C1COCC1. The product is [CH3:49][O:48][C:45]1[CH:46]=[CH:47][C:42]([C:41]([C:50]2[CH:51]=[CH:52][C:53]([O:56][CH3:57])=[CH:54][CH:55]=2)=[C:40]([C:58]2[CH:59]=[CH:60][C:61]([O:64][CH2:65][CH2:66][OH:67])=[CH:62][CH:63]=2)[CH2:38][CH2:39][CH3:7])=[CH:43][CH:44]=1. The yield is 0.840.